Dataset: Reaction yield outcomes from USPTO patents with 853,638 reactions. Task: Predict the reaction yield, written as a fraction of the theoretical maximum amount of product (1.0 means a 100% yield; for example, 0.34 means a 34% yield). (1) The reactants are C1(P(C2C=CC=CC=2)C2C=CC=CC=2)C=CC=CC=1.[N:20]([CH2:23][C:24]([NH:26][C:27]1[CH:32]=[CH:31][C:30]([C:33]2[CH:38]=[CH:37][C:36]([C:39]([F:42])([F:41])[F:40])=[CH:35][CH:34]=2)=[CH:29][C:28]=1[CH:43]=O)=[O:25])=[N+]=[N-]. The catalyst is O1CCCC1.O.O. The product is [F:40][C:39]([F:42])([F:41])[C:36]1[CH:35]=[CH:34][C:33]([C:30]2[CH:31]=[CH:32][C:27]3[NH:26][C:24](=[O:25])[CH2:23][N:20]=[CH:43][C:28]=3[CH:29]=2)=[CH:38][CH:37]=1. The yield is 0.580. (2) The reactants are [CH3:1][N:2]([CH3:34])[C:3]([C:5]1[CH:6]=[C:7]([CH2:30][C:31]([OH:33])=[O:32])[CH:8]=[CH:9][C:10]=1[NH:11][C:12]([C:14]1[CH:19]=[CH:18][CH:17]=[CH:16][C:15]=1[C:20]1[CH:25]=[CH:24][C:23]([O:26][CH:27]([CH3:29])[CH3:28])=[CH:22][CH:21]=1)=[O:13])=[O:4].O[CH2:36][C@@:37]1([C:48]([O:50][CH2:51][CH3:52])=[O:49])[C:45]2[C:40](=[CH:41][CH:42]=[CH:43][CH:44]=2)[C:39](=[O:46])[N:38]1[CH3:47].C(N=C=NCCCN(C)C)C.Cl. The catalyst is CCOC(C)=O.CN(C1C=CN=CC=1)C. The product is [CH3:34][N:2]([CH3:1])[C:3]([C:5]1[CH:6]=[C:7]([CH2:30][C:31]([O:33][CH2:36][C@@:37]2([C:48]([O:50][CH2:51][CH3:52])=[O:49])[C:45]3[C:40](=[CH:41][CH:42]=[CH:43][CH:44]=3)[C:39](=[O:46])[N:38]2[CH3:47])=[O:32])[CH:8]=[CH:9][C:10]=1[NH:11][C:12]([C:14]1[CH:19]=[CH:18][CH:17]=[CH:16][C:15]=1[C:20]1[CH:21]=[CH:22][C:23]([O:26][CH:27]([CH3:28])[CH3:29])=[CH:24][CH:25]=1)=[O:13])=[O:4]. The yield is 0.830. (3) The reactants are Cl[C:2]1[CH:7]=[C:6]([CH2:8][C:9]([P:21](=[O:30])([O:26][CH:27]([CH3:29])[CH3:28])[O:22][CH:23]([CH3:25])[CH3:24])([P:11](=[O:20])([O:16][CH:17]([CH3:19])[CH3:18])[O:12][CH:13]([CH3:15])[CH3:14])[F:10])[CH:5]=[CH:4][N:3]=1.[NH:31]1[C:39]2[C:34](=[C:35](B(O)O)[CH:36]=[CH:37][CH:38]=2)[CH:33]=[N:32]1. The catalyst is C1C=CC([P]([Pd]([P](C2C=CC=CC=2)(C2C=CC=CC=2)C2C=CC=CC=2)([P](C2C=CC=CC=2)(C2C=CC=CC=2)C2C=CC=CC=2)[P](C2C=CC=CC=2)(C2C=CC=CC=2)C2C=CC=CC=2)(C2C=CC=CC=2)C2C=CC=CC=2)=CC=1.COCCOC. The product is [NH:31]1[C:39]2[C:34](=[C:35]([C:2]3[CH:7]=[C:6]([CH2:8][C:9]([P:21](=[O:30])([O:26][CH:27]([CH3:29])[CH3:28])[O:22][CH:23]([CH3:25])[CH3:24])([P:11](=[O:20])([O:16][CH:17]([CH3:19])[CH3:18])[O:12][CH:13]([CH3:15])[CH3:14])[F:10])[CH:5]=[CH:4][N:3]=3)[CH:36]=[CH:37][CH:38]=2)[CH:33]=[N:32]1. The yield is 0.310. (4) The reactants are [N+:1]([C:4]1[CH:9]=[CH:8][C:7]([OH:10])=[CH:6][CH:5]=1)([O-:3])=[O:2].C(=O)([O-])[O-].[K+].[K+].[I-].[Na+].Br[CH2:20][CH2:21][CH2:22][CH2:23][CH2:24][C:25]([O:27][CH3:28])=[O:26]. The catalyst is CC(C)=O. The product is [CH3:28][O:27][C:25](=[O:26])[CH2:24][CH2:23][CH2:22][CH2:21][CH2:20][O:10][C:7]1[CH:8]=[CH:9][C:4]([N+:1]([O-:3])=[O:2])=[CH:5][CH:6]=1. The yield is 0.451. (5) The reactants are [Cl:1][C:2]1[CH:7]=[CH:6][C:5]([C:8]2[N:13]=[C:12]([O:14]C)[CH:11]=[CH:10][N:9]=2)=[CH:4][CH:3]=1.Cl. The catalyst is O. The product is [Cl:1][C:2]1[CH:3]=[CH:4][C:5]([C:8]2[NH:13][C:12](=[O:14])[CH:11]=[CH:10][N:9]=2)=[CH:6][CH:7]=1. The yield is 0.663.